From a dataset of Catalyst prediction with 721,799 reactions and 888 catalyst types from USPTO. Predict which catalyst facilitates the given reaction. (1) Reactant: [Cl:1][C:2]1[CH:10]=[C:9]([CH3:11])[CH:8]=[C:7]2[C:3]=1[CH2:4][CH:5]([CH3:13])[C:6]2=[O:12].[BH4-].[Na+].[OH-].[K+].[CH3:18]I. Product: [Cl:1][C:2]1[CH:10]=[C:9]([CH3:11])[CH:8]=[C:7]2[C:3]=1[CH2:4][CH:5]([CH3:13])[CH:6]2[O:12][CH3:18]. The catalyst class is: 36. (2) Reactant: Cl.[C:2](Cl)(=[O:9])[C:3]1[CH:8]=[CH:7][N:6]=[CH:5][CH:4]=1.C(N(CC)CC)C.ClCCl.[NH2:21][C:22]1[CH:27]=[C:26]([C:28]([F:31])([F:30])[F:29])[CH:25]=[CH:24][C:23]=1[N:32]1[CH2:40][C:39]2[C:34](=[CH:35][CH:36]=[CH:37][CH:38]=2)[CH2:33]1. Product: [CH2:33]1[C:34]2[C:39](=[CH:38][CH:37]=[CH:36][CH:35]=2)[CH2:40][N:32]1[C:23]1[CH:24]=[CH:25][C:26]([C:28]([F:30])([F:31])[F:29])=[CH:27][C:22]=1[NH:21][C:2](=[O:9])[C:3]1[CH:8]=[CH:7][N:6]=[CH:5][CH:4]=1. The catalyst class is: 6. (3) Reactant: C1([O:7][C:8](=O)[NH:9][C:10]2[CH:15]=[C:14]([O:16][C:17]3[CH:22]=[CH:21][C:20]([NH:23][C:24]([C:26]4[C:27](=[O:39])[N:28]([C:33]5[CH:38]=[CH:37][CH:36]=[CH:35][CH:34]=5)[N:29]([CH3:32])[C:30]=4[CH3:31])=[O:25])=[CH:19][C:18]=3[F:40])[CH:13]=[CH:12][N:11]=2)C=CC=CC=1.[CH3:42][NH:43][CH3:44]. The catalyst class is: 37. Product: [CH3:42][N:43]([CH3:44])[C:8](=[O:7])[NH:9][C:10]1[CH:15]=[C:14]([O:16][C:17]2[CH:22]=[CH:21][C:20]([NH:23][C:24]([C:26]3[C:27](=[O:39])[N:28]([C:33]4[CH:38]=[CH:37][CH:36]=[CH:35][CH:34]=4)[N:29]([CH3:32])[C:30]=3[CH3:31])=[O:25])=[CH:19][C:18]=2[F:40])[CH:13]=[CH:12][N:11]=1.